From a dataset of Catalyst prediction with 721,799 reactions and 888 catalyst types from USPTO. Predict which catalyst facilitates the given reaction. (1) Reactant: Br[C:2]1[CH:7]=[CH:6][CH:5]=[CH:4][C:3]=1[CH3:8].ClC1C=CC=CC=1C.[CH:17]([C:20]1[CH:26]=[CH:25][CH:24]=[C:23]([CH:27]([CH3:29])[CH3:28])[C:21]=1[NH2:22])([CH3:19])[CH3:18].CC([O-])(C)C.[Na+]. Product: [CH:27]([C:23]1[CH:24]=[CH:25][CH:26]=[C:20]([CH:17]([CH3:19])[CH3:18])[C:21]=1[NH:22][C:2]1[CH:7]=[CH:6][CH:5]=[CH:4][C:3]=1[CH3:8])([CH3:29])[CH3:28]. The catalyst class is: 11. (2) Reactant: C(OC([NH:8][CH2:9][CH2:10][NH:11][C:12]([C:14]1[CH:15]=[C:16]([S:20]([N:23]2[CH2:27][CH2:26][S:25][C@H:24]2[C:28]([O:30][C@H:31]([C:42]2[CH:47]=[CH:46][C:45]([O:48][CH:49]([F:51])[F:50])=[C:44]([O:52][CH2:53][CH:54]3[CH2:56][CH2:55]3)[CH:43]=2)[CH2:32][C:33]2[C:38]([Cl:39])=[CH:37][N+:36]([O-:40])=[CH:35][C:34]=2[Cl:41])=[O:29])(=[O:22])=[O:21])[CH:17]=[CH:18][CH:19]=1)=[O:13])=O)(C)(C)C.C(OCC)(=O)C. Product: [ClH:39].[NH2:8][CH2:9][CH2:10][NH:11][C:12]([C:14]1[CH:15]=[C:16]([S:20]([N:23]2[CH2:27][CH2:26][S:25][C@H:24]2[C:28]([O:30][C@H:31]([C:42]2[CH:47]=[CH:46][C:45]([O:48][CH:49]([F:50])[F:51])=[C:44]([O:52][CH2:53][CH:54]3[CH2:56][CH2:55]3)[CH:43]=2)[CH2:32][C:33]2[C:38]([Cl:39])=[CH:37][N+:36]([O-:40])=[CH:35][C:34]=2[Cl:41])=[O:29])(=[O:21])=[O:22])[CH:17]=[CH:18][CH:19]=1)=[O:13]. The catalyst class is: 33. (3) Reactant: C[O:2][C:3]1[CH:4]=[C:5]2[C:10](=[CH:11][CH:12]=1)[C:9](=[O:13])[NH:8][CH:7]=[CH:6]2.B(Br)(Br)Br. Product: [OH:2][C:3]1[CH:4]=[C:5]2[C:10](=[CH:11][CH:12]=1)[C:9](=[O:13])[NH:8][CH:7]=[CH:6]2. The catalyst class is: 4. (4) Reactant: [C:1](OC(=O)C)(=[O:3])[CH3:2].[N:8]1[CH:13]=[CH:12][CH:11]=[C:10]([O:14][CH2:15][CH:16]2[CH2:21][N:20]([C:22]([O:24][C:25]([CH3:28])([CH3:27])[CH3:26])=[O:23])[CH2:19][CH2:18][N:17]2[C:29]([O:31][CH:32]2[CH2:37][CH2:36][NH:35][CH2:34][CH2:33]2)=[O:30])[CH:9]=1. Product: [N:8]1[CH:13]=[CH:12][CH:11]=[C:10]([O:14][CH2:15][CH:16]2[CH2:21][N:20]([C:22]([O:24][C:25]([CH3:28])([CH3:26])[CH3:27])=[O:23])[CH2:19][CH2:18][N:17]2[C:29]([O:31][CH:32]2[CH2:37][CH2:36][N:35]([C:1](=[O:3])[CH3:2])[CH2:34][CH2:33]2)=[O:30])[CH:9]=1. The catalyst class is: 1. (5) Reactant: [CH3:1][O:2][C:3]1[C:14]([O:15][CH3:16])=[CH:13][C:6]2[CH2:7][C:8](=[O:12])[NH:9][CH:10]=[CH:11][C:5]=2[CH:4]=1.[H-].[Na+].Cl[CH2:20][CH2:21][CH2:22][N:23]([CH3:31])[C:24](=[O:30])[O:25][C:26]([CH3:29])([CH3:28])[CH3:27]. Product: [CH3:1][O:2][C:3]1[C:14]([O:15][CH3:16])=[CH:13][C:6]2[CH2:7][C:8](=[O:12])[N:9]([CH2:20][CH2:21][CH2:22][N:23]([CH3:31])[C:24](=[O:30])[O:25][C:26]([CH3:29])([CH3:28])[CH3:27])[CH:10]=[CH:11][C:5]=2[CH:4]=1. The catalyst class is: 3.